From a dataset of Full USPTO retrosynthesis dataset with 1.9M reactions from patents (1976-2016). Predict the reactants needed to synthesize the given product. (1) Given the product [C:8]([C:10](=[CH:6][C:4]1[O:3][CH:2]=[CH:1][CH:5]=1)[C:11]([O:13][CH2:14][CH3:15])=[O:12])#[N:9], predict the reactants needed to synthesize it. The reactants are: [CH:1]1[CH:5]=[C:4]([CH:6]=O)[O:3][CH:2]=1.[C:8]([CH2:10][C:11]([O:13][CH2:14][CH3:15])=[O:12])#[N:9]. (2) Given the product [CH:20]([CH:19]1[N:16]([O:17][CH3:18])[C:4]2([CH2:1][CH:2]=[C:35]([CH3:36])[CH3:24])[C:13]3[C:8]([C:7](=[O:14])[CH:6]=[C:5]2[O:23]1)=[CH:9][CH:10]=[CH:11][CH:12]=3)([CH3:22])[CH3:21], predict the reactants needed to synthesize it. The reactants are: [CH2:1]([C:4]1([NH:16][O:17][CH3:18])[C:13]2[C:8](=[CH:9][CH:10]=[CH:11][CH:12]=2)[C:7](=[O:14])[CH:6]=[C:5]1O)[CH:2]=C.[CH:19](=[O:23])[CH:20]([CH3:22])[CH3:21].[C:24](O)(=O)C.S([O-])([O-])(=O)=O.[Mg+2].Cl[CH2:35][CH2:36]Cl. (3) Given the product [F:16][C:15]([F:18])([F:17])[C:64]([OH:65])=[O:34].[Cl:1][C:2]1[CH:3]=[C:4]([NH:19][C:20]2[C:30]3[CH:29]=[C:28]([C:64]([N:63]([CH2:66][CH2:56][O:57][CH3:58])[CH3:62])=[O:65])[CH2:27][CH2:26][NH:25][C:24]=3[N:23]=[CH:22][N:21]=2)[CH:5]=[CH:6][C:7]=1[O:8][C:9]1[CH:14]=[CH:13][CH:12]=[C:11]([C:15]([F:17])([F:18])[F:16])[CH:10]=1, predict the reactants needed to synthesize it. The reactants are: [Cl:1][C:2]1[CH:3]=[C:4]([NH:19][C:20]2[C:30]3[CH:29]=[C:28](C(O)=O)[CH2:27][CH2:26][NH:25][C:24]=3[N:23]=[CH:22][N:21]=2)[CH:5]=[CH:6][C:7]=1[O:8][C:9]1[CH:14]=[CH:13][CH:12]=[C:11]([C:15]([F:18])([F:17])[F:16])[CH:10]=1.[OH:34]N1C2C=CC=CC=2N=N1.Cl.C(N=C=NCCCN(C)C)C.[CH3:56][O:57][CH2:58]CNC.[CH3:62][N:63]([CH3:66])[CH:64]=[O:65]. (4) Given the product [NH2:1][C:2]1[N:7]=[CH:6][N:5]=[C:4]2[N:8]([CH2:12][C:13]3[O:14][C:15]4[C:20]([C:21](=[O:29])[C:22]=3[C:23]3[CH:28]=[CH:27][CH:26]=[CH:25][CH:24]=3)=[CH:19][CH:18]=[CH:17][CH:16]=4)[N:9]=[C:10]([C:38]3[CH:37]=[CH:36][CH:35]=[C:34]([NH2:33])[CH:39]=3)[C:3]=12, predict the reactants needed to synthesize it. The reactants are: [NH2:1][C:2]1[N:7]=[CH:6][N:5]=[C:4]2[N:8]([CH2:12][C:13]3[O:14][C:15]4[C:20]([C:21](=[O:29])[C:22]=3[C:23]3[CH:28]=[CH:27][CH:26]=[CH:25][CH:24]=3)=[CH:19][CH:18]=[CH:17][CH:16]=4)[N:9]=[C:10](I)[C:3]=12.C([NH:33][C:34]1[CH:35]=[C:36](B(O)O)[CH:37]=[CH:38][CH:39]=1)(=O)C.C(=O)([O-])[O-].[Na+].[Na+].ClCCl. (5) The reactants are: Cl.[NH2:2][C:3]1[C:4]2[C:14]([O:15][CH2:16][C@H:17]3[CH2:22][CH2:21][CH2:20][CH2:19][NH2+:18]3)=[CH:13][CH:12]=[CH:11][C:5]=2[NH:6][S:7](=[O:10])(=[O:9])[N:8]=1.[CH3:23][C:24]1[CH:33]=[C:32]([C:34](O)=[O:35])[C:31]2[C:26](=[CH:27][CH:28]=[C:29]([CH3:37])[CH:30]=2)[N:25]=1. Given the product [NH2:2][C:3]1[C:4]2[C:14]([O:15][CH2:16][C@H:17]3[CH2:22][CH2:21][CH2:20][CH2:19][N:18]3[C:34]([C:32]3[C:31]4[C:26](=[CH:27][CH:28]=[C:29]([CH3:37])[CH:30]=4)[N:25]=[C:24]([CH3:23])[CH:33]=3)=[O:35])=[CH:13][CH:12]=[CH:11][C:5]=2[NH:6][S:7](=[O:9])(=[O:10])[N:8]=1, predict the reactants needed to synthesize it. (6) The reactants are: [S:1]1[CH:5]=[CH:4][CH:3]=[CH:2]1.[F:6][C:7]([F:16])([F:15])[C:8](=[O:14])[C:9]([O:11][CH2:12][CH3:13])=[O:10]. Given the product [F:6][C:7]([F:15])([F:16])[C:8]([OH:14])([C:2]1[S:1][CH:5]=[CH:4][CH:3]=1)[C:9]([O:11][CH2:12][CH3:13])=[O:10], predict the reactants needed to synthesize it. (7) The reactants are: Cl[C:2]1[CH:12]=[C:6]2[N:7]([CH3:11])[CH2:8][CH2:9][CH2:10][N:5]2[C:4](=[O:13])[N:3]=1.[Cl:14][C:15]1[CH:29]=[CH:28][C:18]([O:19][C:20]2[CH:25]=[CH:24][C:23]([CH2:26][OH:27])=[CH:22][CH:21]=2)=[CH:17][C:16]=1[C:30]([F:33])([F:32])[F:31]. Given the product [Cl:14][C:15]1[CH:29]=[CH:28][C:18]([O:19][C:20]2[CH:21]=[CH:22][C:23]([CH2:26][O:27][C:2]3[CH:12]=[C:6]4[N:7]([CH3:11])[CH2:8][CH2:9][CH2:10][N:5]4[C:4](=[O:13])[N:3]=3)=[CH:24][CH:25]=2)=[CH:17][C:16]=1[C:30]([F:31])([F:32])[F:33], predict the reactants needed to synthesize it.